Dataset: Forward reaction prediction with 1.9M reactions from USPTO patents (1976-2016). Task: Predict the product of the given reaction. Given the reactants [CH3:1][O:2][C:3]1[CH:8]=[C:7]([N:9]2[CH2:14][CH2:13][N:12]([CH3:15])[CH2:11][CH2:10]2)[C:6]([N+:16]([O-])=O)=[CH:5][C:4]=1[NH:19][C:20]1[N:25]=[C:24]([C:26]2[C:34]3[C:29](=[CH:30][CH:31]=[CH:32][CH:33]=3)[N:28]([CH3:35])[CH:27]=2)[C:23]([CH3:36])=[CH:22][N:21]=1.[NH4+].[Cl-].C(Cl)Cl.CO, predict the reaction product. The product is: [CH3:1][O:2][C:3]1[CH:8]=[C:7]([N:9]2[CH2:14][CH2:13][N:12]([CH3:15])[CH2:11][CH2:10]2)[C:6]([NH2:16])=[CH:5][C:4]=1[NH:19][C:20]1[N:25]=[C:24]([C:26]2[C:34]3[C:29](=[CH:30][CH:31]=[CH:32][CH:33]=3)[N:28]([CH3:35])[CH:27]=2)[C:23]([CH3:36])=[CH:22][N:21]=1.